Dataset: Catalyst prediction with 721,799 reactions and 888 catalyst types from USPTO. Task: Predict which catalyst facilitates the given reaction. (1) Reactant: [NH:1]1[CH2:5][CH2:4][CH2:3][CH2:2]1.Cl[CH2:7][C:8]([NH:10][C:11]1[CH:16]=[CH:15][C:14]([I:17])=[CH:13][CH:12]=1)=[O:9]. Product: [I:17][C:14]1[CH:13]=[CH:12][C:11]([NH:10][C:8](=[O:9])[CH2:7][N:1]2[CH2:5][CH2:4][CH2:3][CH2:2]2)=[CH:16][CH:15]=1. The catalyst class is: 2. (2) The catalyst class is: 289. Reactant: Cl.[N+:2]([C:5]1[N:6]([CH2:10][CH2:11][NH2:12])[CH:7]=[CH:8][N:9]=1)([O-:4])=[O:3].O=[C:14]1[CH:22]([I:23])[CH2:21][C:20](=O)[CH2:19][C:15]1(N1C=CC=C1)[C:16]([O-])=[O:17]. Product: [N+:2]([C:5]1[N:6]([CH2:10][CH2:11][NH:12][C:16](=[O:17])[C:15]2[CH:19]=[CH:20][CH:21]=[C:22]([I:23])[CH:14]=2)[CH:7]=[CH:8][N:9]=1)([O-:4])=[O:3]. (3) Reactant: C[O:2][C:3]([C:5]1[C:9]([NH:10][C:11](=[O:22])[CH2:12][CH2:13][CH2:14][CH2:15][C:16]2[CH:21]=[CH:20][CH:19]=[CH:18][CH:17]=2)=[CH:8][S:7][CH:6]=1)=[O:4].[Li+].[OH-].Cl. Product: [C:16]1([CH2:15][CH2:14][CH2:13][CH2:12][C:11]([NH:10][C:9]2[C:5]([C:3]([OH:4])=[O:2])=[CH:6][S:7][CH:8]=2)=[O:22])[CH:17]=[CH:18][CH:19]=[CH:20][CH:21]=1. The catalyst class is: 83. (4) Reactant: FC(F)(F)C([NH:5][C:6]1([C:13]2[CH:18]=[CH:17][C:16]([C:19]3[C:28]([C:29]4[CH:34]=[CH:33][CH:32]=[CH:31][CH:30]=4)=[CH:27][C:26]4[C:25]5=[N:35][N:36]=[C:37]([C:38]6[N:43]=[CH:42][CH:41]=[CH:40][N:39]=6)[N:24]5[CH:23]=[CH:22][C:21]=4[N:20]=3)=[CH:15][CH:14]=2)[CH2:9][C:8]([OH:12])([CH2:10][OH:11])[CH2:7]1)=O.[OH-].[Na+]. Product: [NH2:5][C:6]1([C:13]2[CH:18]=[CH:17][C:16]([C:19]3[C:28]([C:29]4[CH:30]=[CH:31][CH:32]=[CH:33][CH:34]=4)=[CH:27][C:26]4[C:25]5=[N:35][N:36]=[C:37]([C:38]6[N:43]=[CH:42][CH:41]=[CH:40][N:39]=6)[N:24]5[CH:23]=[CH:22][C:21]=4[N:20]=3)=[CH:15][CH:14]=2)[CH2:9][C:8]([CH2:10][OH:11])([OH:12])[CH2:7]1. The catalyst class is: 14. (5) Product: [F:33][C:32]1[CH:31]=[CH:30][CH:29]=[C:28]([F:34])[C:27]=1[C:25]1[N:12]=[C:11]([C:9]2[CH:10]=[C:5]([C:3]([OH:2])=[O:4])[C:6]([C:14]3[CH:19]=[CH:18][CH:17]=[CH:16][C:15]=3[N+:20]([O-:22])=[O:21])=[CH:7][CH:8]=2)[S:13][CH:24]=1. The catalyst class is: 6. Reactant: C[O:2][C:3]([C:5]1[C:6]([C:14]2[CH:19]=[CH:18][CH:17]=[CH:16][C:15]=2[N+:20]([O-:22])=[O:21])=[CH:7][CH:8]=[C:9]([C:11](=[S:13])[NH2:12])[CH:10]=1)=[O:4].Br[CH2:24][C:25]([C:27]1[C:32]([F:33])=[CH:31][CH:30]=[CH:29][C:28]=1[F:34])=O. (6) Reactant: Cl[C:2]1[N:7]=[C:6]([C:8]([F:11])([F:10])[F:9])[CH:5]=[CH:4][N:3]=1.[Br:12][C:13]1[CH:14]=[C:15]([CH:17]=[C:18]([CH:20]([F:22])[F:21])[CH:19]=1)[NH2:16].CS(O)(=O)=O. Product: [Br:12][C:13]1[CH:14]=[C:15]([NH:16][C:2]2[N:7]=[C:6]([C:8]([F:11])([F:10])[F:9])[CH:5]=[CH:4][N:3]=2)[CH:17]=[C:18]([CH:20]([F:22])[F:21])[CH:19]=1. The catalyst class is: 38. (7) Reactant: [Cl:1][C:2]1[CH:7]=[C:6]([N+:8]([O-:10])=[O:9])[C:5]([OH:11])=[C:4]([O:12][CH3:13])[CH:3]=1.C(N(CC)CC)C.[F:21][C:22]([F:35])([F:34])[S:23](O[S:23]([C:22]([F:35])([F:34])[F:21])(=[O:25])=[O:24])(=[O:25])=[O:24]. Product: [F:21][C:22]([F:35])([F:34])[S:23]([O:11][C:5]1[C:6]([N+:8]([O-:10])=[O:9])=[CH:7][C:2]([Cl:1])=[CH:3][C:4]=1[O:12][CH3:13])(=[O:25])=[O:24]. The catalyst class is: 2. (8) Reactant: C1(P(C2C=CC=CC=2)C2C=CC=CC=2)C=CC=CC=1.BrN1[C:25](=[O:26])[CH2:24]CC1=O.[Cl:28][C:29]1[CH:30]=[C:31]([C@@H:39]([CH2:49][CH:50]2[CH2:54][CH2:53][CH2:52][CH2:51]2)[C:40]([NH:42][C:43]2[CH:47]=[CH:46][N:45]([CH3:48])[N:44]=2)=[O:41])[CH:32]=[CH:33][C:34]=1[S:35]([CH3:38])(=[O:37])=[O:36].N1C(C)=CC=CC=1C.C(OCC)(=[O:65])C. Product: [Cl:28][C:29]1[CH:30]=[C:31]([C@@H:39]([CH2:49][CH:50]2[CH2:51][CH2:52][CH2:53][CH2:54]2)[C:40]([NH:42][C:43]2[CH:47]=[CH:46][N:45]([CH2:48][C@H:25]([OH:26])[CH2:24][OH:65])[N:44]=2)=[O:41])[CH:32]=[CH:33][C:34]=1[S:35]([CH3:38])(=[O:37])=[O:36]. The catalyst class is: 2. (9) Reactant: [N:1]([CH2:4][C:5]1[N:6]=[CH:7][N:8]([C:10]2[CH:15]=[CH:14][C:13]([N:16]3[CH:21]=[CH:20][CH:19]=[CH:18][C:17]3=[O:22])=[CH:12][CH:11]=2)[CH:9]=1)=[N+]=[N-].Cl[Sn]Cl. Product: [NH2:1][CH2:4][C:5]1[N:6]=[CH:7][N:8]([C:10]2[CH:11]=[CH:12][C:13]([N:16]3[CH:21]=[CH:20][CH:19]=[CH:18][C:17]3=[O:22])=[CH:14][CH:15]=2)[CH:9]=1. The catalyst class is: 191. (10) Reactant: C(O)(C(F)(F)F)=O.[C:8]([C:12]1[CH:13]=[C:14]([NH:68][S:69]([CH3:72])(=[O:71])=[O:70])[C:15]([O:66][CH3:67])=[C:16]([NH:18][C:19](=[O:65])[NH:20][C:21]2[C:30]3[C:25](=[CH:26][CH:27]=[CH:28][CH:29]=3)[C:24]([O:31][C:32]3[CH:37]=[CH:36][N:35]=[C:34]([NH:38][C:39]4[CH:40]=[C:41]([CH:60]=[C:61]([O:63][CH3:64])[CH:62]=4)[C:42]([NH:44][CH2:45][CH2:46][O:47][CH2:48][CH2:49][O:50][CH2:51][CH2:52][C:53]([O:55]C(C)(C)C)=[O:54])=[O:43])[N:33]=3)=[CH:23][CH:22]=2)[CH:17]=1)([CH3:11])([CH3:10])[CH3:9]. Product: [C:8]([C:12]1[CH:13]=[C:14]([NH:68][S:69]([CH3:72])(=[O:71])=[O:70])[C:15]([O:66][CH3:67])=[C:16]([NH:18][C:19](=[O:65])[NH:20][C:21]2[C:30]3[C:25](=[CH:26][CH:27]=[CH:28][CH:29]=3)[C:24]([O:31][C:32]3[CH:37]=[CH:36][N:35]=[C:34]([NH:38][C:39]4[CH:40]=[C:41]([CH:60]=[C:61]([O:63][CH3:64])[CH:62]=4)[C:42]([NH:44][CH2:45][CH2:46][O:47][CH2:48][CH2:49][O:50][CH2:51][CH2:52][C:53]([OH:55])=[O:54])=[O:43])[N:33]=3)=[CH:23][CH:22]=2)[CH:17]=1)([CH3:11])([CH3:9])[CH3:10]. The catalyst class is: 2.